Dataset: Full USPTO retrosynthesis dataset with 1.9M reactions from patents (1976-2016). Task: Predict the reactants needed to synthesize the given product. Given the product [C:1]([O:5][C:6]([NH:8][C@@H:9]([CH2:13][O:14][C:18]1[CH:23]=[C:22]([CH3:24])[CH:21]=[CH:20][C:19]=1[N+:25]([O-:27])=[O:26])[C:10]([OH:12])=[O:11])=[O:7])([CH3:4])([CH3:3])[CH3:2], predict the reactants needed to synthesize it. The reactants are: [C:1]([O:5][C:6]([NH:8][C@@H:9]([CH2:13][OH:14])[C:10]([OH:12])=[O:11])=[O:7])([CH3:4])([CH3:3])[CH3:2].[H-].[Na+].F[C:18]1[CH:23]=[C:22]([CH3:24])[CH:21]=[CH:20][C:19]=1[N+:25]([O-:27])=[O:26].